Predict the reactants needed to synthesize the given product. From a dataset of Full USPTO retrosynthesis dataset with 1.9M reactions from patents (1976-2016). (1) Given the product [CH2:21]([O:28][C:29]1[C:34]([CH2:35][N:8]2[CH2:7][CH2:6][C:5]3[C:10](=[C:11]([Cl:12])[C:2]([Br:1])=[CH:3][C:4]=3[Cl:14])[C:9]2=[O:13])=[C:33]([O:37][CH3:38])[CH:32]=[C:31]([CH3:39])[N:30]=1)[C:22]1[CH:23]=[CH:24][CH:25]=[CH:26][CH:27]=1, predict the reactants needed to synthesize it. The reactants are: [Br:1][C:2]1[C:11]([Cl:12])=[C:10]2[C:5]([CH2:6][CH2:7][NH:8][C:9]2=[O:13])=[C:4]([Cl:14])[CH:3]=1.CC(C)([O-])C.[K+].[CH2:21]([O:28][C:29]1[C:34]([CH2:35]Cl)=[C:33]([O:37][CH3:38])[CH:32]=[C:31]([CH3:39])[N:30]=1)[C:22]1[CH:27]=[CH:26][CH:25]=[CH:24][CH:23]=1. (2) Given the product [Cl:1][C:2]1[C:7]([C:8]([NH:43][CH2:44][CH:45]([OH:48])[CH2:46][CH3:47])=[O:10])=[CH:6][CH:5]=[C:4]([CH3:11])[N:3]=1, predict the reactants needed to synthesize it. The reactants are: [Cl:1][C:2]1[C:7]([C:8]([OH:10])=O)=[CH:6][CH:5]=[C:4]([CH3:11])[N:3]=1.CCN(C(C)C)C(C)C.CN(C(ON1N=NC2C=CC=CC1=2)=[N+](C)C)C.[B-](F)(F)(F)F.[NH2:43][CH2:44][CH:45]([OH:48])[CH2:46][CH3:47]. (3) Given the product [CH:1]1([N:4]([CH:5]2[CH2:10][CH2:9][N:8]([C:11]3[O:15][N:14]=[C:13]([CH:16]([CH3:18])[CH3:17])[N:12]=3)[CH2:7][CH2:6]2)[C:23](=[O:24])[C:22]2[CH:26]=[CH:27][C:28]([N:29]3[CH:33]=[CH:32][N:31]=[C:30]3[CH3:34])=[C:20]([F:19])[CH:21]=2)[CH2:2][CH2:3]1, predict the reactants needed to synthesize it. The reactants are: [CH:1]1([NH:4][CH:5]2[CH2:10][CH2:9][N:8]([C:11]3[O:15][N:14]=[C:13]([CH:16]([CH3:18])[CH3:17])[N:12]=3)[CH2:7][CH2:6]2)[CH2:3][CH2:2]1.[F:19][C:20]1[CH:21]=[C:22]([CH:26]=[CH:27][C:28]=1[N:29]1[CH:33]=[CH:32][N:31]=[C:30]1[CH3:34])[C:23](O)=[O:24]. (4) Given the product [C:11]([O:10][C:8]([N:4]1[CH2:5][CH2:6][CH2:7][C@@H:2]([OH:1])[CH2:3]1)=[O:9])([CH3:14])([CH3:13])[CH3:12], predict the reactants needed to synthesize it. The reactants are: [OH:1][C@@H:2]1[CH2:7][CH2:6][CH2:5][NH:4][CH2:3]1.[C:8](O[C:8]([O:10][C:11]([CH3:14])([CH3:13])[CH3:12])=[O:9])([O:10][C:11]([CH3:14])([CH3:13])[CH3:12])=[O:9].C(N(CC)CC)C.[Cl-].[NH4+]. (5) The reactants are: Cl[C:2]1[C:11]2[C:6](=[CH:7][C:8]([C:14]3[C:15]([CH3:20])=[N:16][O:17][C:18]=3[CH3:19])=[C:9]([O:12][CH3:13])[CH:10]=2)[N:5]=[CH:4][C:3]=1[N+:21]([O-:23])=[O:22].[CH3:24][O:25][CH2:26][CH:27]([NH2:29])[CH3:28]. Given the product [CH3:20][C:15]1[C:14]([C:8]2[CH:7]=[C:6]3[C:11]([C:2]([NH:29][CH:27]([CH3:28])[CH2:26][O:25][CH3:24])=[C:3]([N+:21]([O-:23])=[O:22])[CH:4]=[N:5]3)=[CH:10][C:9]=2[O:12][CH3:13])=[C:18]([CH3:19])[O:17][N:16]=1, predict the reactants needed to synthesize it. (6) The reactants are: Cl.[NH2:2][C:3]1[C:4]2[C:14]([O:15][CH2:16][C@H:17]3[CH2:22][CH2:21][CH2:20][CH2:19][NH2+:18]3)=[CH:13][CH:12]=[CH:11][C:5]=2[NH:6][S:7](=[O:10])(=[O:9])[N:8]=1.[CH3:23][C:24]1[N:32]=[CH:31][CH:30]=[CH:29][C:25]=1[C:26](O)=[O:27]. Given the product [NH2:2][C:3]1[C:4]2[C:14]([O:15][CH2:16][C@H:17]3[CH2:22][CH2:21][CH2:20][CH2:19][N:18]3[C:26]([C:25]3[C:24]([CH3:23])=[N:32][CH:31]=[CH:30][CH:29]=3)=[O:27])=[CH:13][CH:12]=[CH:11][C:5]=2[NH:6][S:7](=[O:9])(=[O:10])[N:8]=1, predict the reactants needed to synthesize it. (7) Given the product [Cl:20][C:17]1[CH:18]=[CH:19][C:14]([C:13]([NH:12][C:5]2([C:3]([OH:2])=[O:4])[CH2:11][CH2:10][CH2:9][CH2:8][CH2:7][CH2:6]2)=[O:22])=[CH:15][C:16]=1[O:21][CH2:30][CH2:29][C:25]1[CH:24]=[C:23]([CH3:32])[CH:28]=[CH:27][CH:26]=1, predict the reactants needed to synthesize it. The reactants are: C[O:2][C:3]([C:5]1([NH:12][C:13](=[O:22])[C:14]2[CH:19]=[CH:18][C:17]([Cl:20])=[C:16]([OH:21])[CH:15]=2)[CH2:11][CH2:10][CH2:9][CH2:8][CH2:7][CH2:6]1)=[O:4].[C:23]1([CH3:32])[CH:28]=[CH:27][CH:26]=[C:25]([CH2:29][CH2:30]O)[CH:24]=1. (8) The reactants are: C([O:3][C:4](=[O:38])[C:5]([O:33][CH2:34][CH2:35][CH2:36][CH3:37])([CH3:32])[CH2:6][C:7]1[CH:12]=[CH:11][C:10]([O:13][CH2:14][CH2:15][CH:16]2[CH2:20][N:19]([CH2:21][C:22]3[CH:27]=[CH:26][CH:25]=[C:24]([O:28][CH3:29])[CH:23]=3)[C:18](=[O:30])[N:17]2[CH3:31])=[CH:9][CH:8]=1)C.[OH-].[Na+]. Given the product [CH2:34]([O:33][C:5]([CH3:32])([CH2:6][C:7]1[CH:12]=[CH:11][C:10]([O:13][CH2:14][CH2:15][CH:16]2[CH2:20][N:19]([CH2:21][C:22]3[CH:27]=[CH:26][CH:25]=[C:24]([O:28][CH3:29])[CH:23]=3)[C:18](=[O:30])[N:17]2[CH3:31])=[CH:9][CH:8]=1)[C:4]([OH:38])=[O:3])[CH2:35][CH2:36][CH3:37], predict the reactants needed to synthesize it.